Dataset: Full USPTO retrosynthesis dataset with 1.9M reactions from patents (1976-2016). Task: Predict the reactants needed to synthesize the given product. (1) Given the product [CH3:1][C:2]1[CH:3]=[CH:4][C:5]([C:8]2[CH:13]=[CH:12][C:11]([CH2:14][NH:15][C:38]([C:34]3[N:35]([CH3:37])[CH:36]=[C:32]([NH:31][C:29]([C:24]4[C:23]([C:20]5[CH:19]=[CH:18][C:17]([F:16])=[CH:22][CH:21]=5)=[CH:28][CH:27]=[CH:26][CH:25]=4)=[O:30])[CH:33]=3)=[O:39])=[CH:10][CH:9]=2)=[CH:6][CH:7]=1, predict the reactants needed to synthesize it. The reactants are: [CH3:1][C:2]1[CH:7]=[CH:6][C:5]([C:8]2[CH:13]=[CH:12][C:11]([CH2:14][NH2:15])=[CH:10][CH:9]=2)=[CH:4][CH:3]=1.[F:16][C:17]1[CH:22]=[CH:21][C:20]([C:23]2[C:24]([C:29]([NH:31][C:32]3[CH:33]=[C:34]([C:38](O)=[O:39])[N:35]([CH3:37])[CH:36]=3)=[O:30])=[CH:25][CH:26]=[CH:27][CH:28]=2)=[CH:19][CH:18]=1.CN(C(ON1N=NC2C=CC=CC1=2)=[N+](C)C)C.[B-](F)(F)(F)F.C(N(C(C)C)C(C)C)C. (2) The reactants are: C(OC([N:8]1[C:12]2[CH:13]=[CH:14][CH:15]=[CH:16][C:11]=2[N:10]=[C:9]1[CH2:17][N:18]([CH2:31][CH2:32][CH2:33][CH2:34][N:35]1C(=O)C2C(=CC=CC=2)C1=O)[CH:19]1[C:28]2[N:27]=[CH:26][CH:25]=[C:24]([O:29][CH3:30])[C:23]=2[CH2:22][CH2:21][CH2:20]1)=O)(C)(C)C.O.NN. Given the product [NH:8]1[C:12]2[CH:13]=[CH:14][CH:15]=[CH:16][C:11]=2[N:10]=[C:9]1[CH2:17][N:18]([CH:19]1[C:28]2[N:27]=[CH:26][CH:25]=[C:24]([O:29][CH3:30])[C:23]=2[CH2:22][CH2:21][CH2:20]1)[CH2:31][CH2:32][CH2:33][CH2:34][NH2:35], predict the reactants needed to synthesize it. (3) Given the product [F:1][C:2]1[CH:3]=[C:4]([N:17]2[C:25]3[CH:24]=[CH:23][CH:22]=[C:21]([OH:26])[C:20]=3[CH:19]=[N:18]2)[CH:5]=[C:6]([F:16])[C:7]=1[OH:8], predict the reactants needed to synthesize it. The reactants are: [F:1][C:2]1[CH:3]=[C:4]([N:17]2[C:25]3[C:20](=[C:21]([O:26]CC4C=CC=CC=4)[CH:22]=[CH:23][CH:24]=3)[CH:19]=[N:18]2)[CH:5]=[C:6]([F:16])[C:7]=1[O:8]CC1C=CC=CC=1. (4) Given the product [C:22]([NH:26][S:27]([C:30]1[S:34][C:33]([C:5]2[N:10]=[C:9]([NH:11][C:12]3[CH:16]=[C:15]([C@@H:17]4[CH2:19][C@H:18]4[CH3:20])[NH:14][N:13]=3)[C:8]([Cl:21])=[CH:7][N:6]=2)=[CH:32][CH:31]=1)(=[O:28])=[O:29])([CH3:25])([CH3:23])[CH3:24], predict the reactants needed to synthesize it. The reactants are: C(Cl)Cl.Br[C:5]1[N:10]=[C:9]([NH:11][C:12]2[CH:16]=[C:15]([C@@H:17]3[CH2:19][C@H:18]3[CH3:20])[NH:14][N:13]=2)[C:8]([Cl:21])=[CH:7][N:6]=1.[C:22]([NH:26][S:27]([C:30]1[S:34][C:33](B(O)O)=[CH:32][CH:31]=1)(=[O:29])=[O:28])([CH3:25])([CH3:24])[CH3:23]. (5) Given the product [CH2:50]([O:49][C:7]1[C:2]2[NH:1][C:17]([C:19]3([NH2:34])[CH2:20][CH2:21][N:22]([C:25]4[N:30]=[CH:29][N:28]=[C:27]5[C:26]=4[N:85]=[CH:32][NH:31]5)[CH2:23][CH2:24]3)=[N:16][C:3]=2[CH:4]=[CH:5][CH:6]=1)[C:51]1[CH:56]=[CH:55][CH:54]=[CH:53][CH:52]=1, predict the reactants needed to synthesize it. The reactants are: [NH2:1][C:2]1[C:7](OCC2C=CC=CC=2)=[CH:6][CH:5]=[CH:4][C:3]=1[NH:16][C:17]([C:19]1([NH:34]C(=O)OC(C)(C)C)[CH2:24][CH2:23][N:22]([C:25]2[C:26]3C=[CH:32][NH:31][C:27]=3[N:28]=[CH:29][N:30]=2)[CH2:21][CH2:20]1)=O.NC1C=CC=C([O:49][CH2:50][C:51]2[CH:56]=[CH:55][CH:54]=[CH:53][CH:52]=2)C=1NC(C1(NC(=O)OC(C)(C)C)CCN(C2C3C=CNC=3N=CN=2)CC1)=O.Cl.C[N:85]1C(=O)CCC1. (6) The reactants are: [C:1](Cl)(=[O:14])[O:2][CH2:3][C:4]1[CH:13]=[CH:12][C:11]2[C:6](=[CH:7][CH:8]=[CH:9][CH:10]=2)[CH:5]=1.[NH:16]1[CH2:20][CH:19]=[CH:18][CH2:17]1.C1COCC1. Given the product [N:16]1([C:1]([O:2][CH2:3][C:4]2[CH:13]=[CH:12][C:11]3[C:6](=[CH:7][CH:8]=[CH:9][CH:10]=3)[CH:5]=2)=[O:14])[CH2:20][CH:19]=[CH:18][CH2:17]1, predict the reactants needed to synthesize it. (7) Given the product [F:13][C:14]1[CH:15]=[C:16]([C:47]2[CH:52]=[CH:51][CH:50]=[CH:49][C:48]=2[C:53]2[NH:3][C:4](=[O:7])[O:5][N:54]=2)[CH:17]=[CH:18][C:19]=1[CH2:20][C:21]1[C:22](=[O:46])[N:23]([C@H:33]2[CH2:38][CH2:37][C@H:36]([O:39][CH2:40][C:41]3([OH:45])[CH2:44][CH2:43][CH2:42]3)[CH2:35][CH2:34]2)[C:24]2[N:25]([N:30]=[CH:31][N:32]=2)[C:26]=1[CH2:27][CH2:28][CH3:29], predict the reactants needed to synthesize it. The reactants are: [Cl-].O[NH3+:3].[C:4](=[O:7])([O-])[OH:5].[Na+].CS(C)=O.[F:13][C:14]1[CH:15]=[C:16]([C:47]2[C:48]([C:53]#[N:54])=[CH:49][CH:50]=[CH:51][CH:52]=2)[CH:17]=[CH:18][C:19]=1[CH2:20][C:21]1[C:22](=[O:46])[N:23]([C@H:33]2[CH2:38][CH2:37][C@H:36]([O:39][CH2:40][C:41]3([OH:45])[CH2:44][CH2:43][CH2:42]3)[CH2:35][CH2:34]2)[C:24]2[N:25]([N:30]=[CH:31][N:32]=2)[C:26]=1[CH2:27][CH2:28][CH3:29]. (8) Given the product [Cl:1][C:2]1[CH:19]=[C:18]([Cl:20])[CH:17]=[CH:16][C:3]=1[CH2:4][O:5][C:6]1[CH:15]=[CH:14][C:9]2[C:10](=[N:29][O:28][CH3:27])[CH2:11][O:12][C:8]=2[CH:7]=1, predict the reactants needed to synthesize it. The reactants are: [Cl:1][C:2]1[CH:19]=[C:18]([Cl:20])[CH:17]=[CH:16][C:3]=1[CH2:4][O:5][C:6]1[CH:15]=[CH:14][C:9]2[C:10](=O)[CH2:11][O:12][C:8]=2[CH:7]=1.C([O-])(=O)C.[Na+].Cl.[CH3:27][O:28][NH2:29]. (9) Given the product [CH3:16][O:15][CH2:14][C:12]1[S:11][C:8]2[C:7]([N:13]=1)=[CH:6][C:5]([C:3]([OH:4])=[O:2])=[CH:10][N:9]=2, predict the reactants needed to synthesize it. The reactants are: C[O:2][C:3]([C:5]1[CH:6]=[C:7]2[N:13]=[C:12]([CH2:14][O:15][CH3:16])[S:11][C:8]2=[N:9][CH:10]=1)=[O:4].[OH-].[Na+].Cl. (10) Given the product [N:37]1([CH2:2][CH2:3][CH2:4][O:5][C:6]2[CH:11]=[CH:10][C:9]([N:12]3[C:16]([C:17]4[C:18]([NH2:33])=[N:19][CH:20]=[C:21]([C:23]5[CH:24]=[N:25][N:26]([CH2:28][CH2:29][CH:30]([CH3:32])[CH3:31])[CH:27]=5)[CH:22]=4)=[N:15][N:14]=[N:13]3)=[C:8]([F:34])[C:7]=2[F:35])[CH2:42][CH2:41][CH2:40][CH2:39][CH2:38]1, predict the reactants needed to synthesize it. The reactants are: Br[CH:2](C)[CH2:3][CH2:4][O:5][C:6]1[CH:11]=[CH:10][C:9]([N:12]2[C:16]([C:17]3[C:18]([NH2:33])=[N:19][CH:20]=[C:21]([C:23]4[CH:24]=[N:25][N:26]([CH2:28][CH2:29][CH:30]([CH3:32])[CH3:31])[CH:27]=4)[CH:22]=3)=[N:15][N:14]=[N:13]2)=[C:8]([F:34])[C:7]=1[F:35].[NH:37]1[CH2:42][CH2:41][CH2:40][CH2:39][CH2:38]1.O.O1CCN(CCCCOC2C=CC(N3C(C4C(N)=NC=C(C5C=NN(CCC(C)C)C=5)C=4)=NN=N3)=C(F)C=2F)CC1.